This data is from Reaction yield outcomes from USPTO patents with 853,638 reactions. The task is: Predict the reaction yield, written as a fraction of the theoretical maximum amount of product (1.0 means a 100% yield; for example, 0.34 means a 34% yield). (1) The reactants are [F:1][C:2]1[CH:3]=[C:4]([C:9]2[O:10][C:11]3[C:17]([CH:18]=[CH2:19])=[CH:16][C:15]([OH:20])=[CH:14][C:12]=3[N:13]=2)[CH:5]=[CH:6][C:7]=1[OH:8].C(N(CC)C(C)C)(C)C.[P:30](Cl)([O:35][CH2:36][CH3:37])([O:32][CH2:33][CH3:34])=[O:31]. The catalyst is C(#N)C. The product is [P:30]([O:8][C:7]1[CH:6]=[CH:5][C:4]([C:9]2[O:10][C:11]3[C:17]([CH:18]=[CH2:19])=[CH:16][C:15]([OH:20])=[CH:14][C:12]=3[N:13]=2)=[CH:3][C:2]=1[F:1])([O:35][CH2:36][CH3:37])([O:32][CH2:33][CH3:34])=[O:31]. The yield is 0.960. (2) The reactants are [CH2:1]([SH:13])[CH2:2][CH2:3][CH2:4][CH2:5][CH2:6][CH2:7][CH2:8][CH2:9][CH2:10][CH2:11][CH3:12].[H-].[Na+].Cl[C:17]1[N:22]=[C:21]([NH:23][C:24]2[CH:29]=[CH:28][C:27]([O:30][CH:31]([CH3:33])[CH3:32])=[C:26]([F:34])[CH:25]=2)[N:20]([CH2:35][C:36]2[CH:41]=[CH:40][C:39]([Cl:42])=[CH:38][CH:37]=2)[C:19](=[O:43])[N:18]=1.[Cl-].[NH4+]. The catalyst is C1COCC1. The product is [Cl:42][C:39]1[CH:38]=[CH:37][C:36]([CH2:35][N:20]2[C:21]([NH:23][C:24]3[CH:29]=[CH:28][C:27]([O:30][CH:31]([CH3:33])[CH3:32])=[C:26]([F:34])[CH:25]=3)=[N:22][C:17]([S:13][CH2:1][CH2:2][CH2:3][CH2:4][CH2:5][CH2:6][CH2:7][CH2:8][CH2:9][CH2:10][CH2:11][CH3:12])=[N:18][C:19]2=[O:43])=[CH:41][CH:40]=1. The yield is 0.390. (3) The reactants are [C:1]([Si:5]([C:39]1[CH:44]=[CH:43][CH:42]=[CH:41][CH:40]=1)([C:33]1[CH:38]=[CH:37][CH:36]=[CH:35][CH:34]=1)[O:6][CH2:7][C:8]([C:11]1[CH:15]=[C:14]([NH:16][C:17](=[O:32])[C:18]([S:21]([CH2:24][CH:25]2[CH2:30][CH2:29][CH:28]([OH:31])[CH2:27][CH2:26]2)(=[O:23])=[O:22])([CH3:20])[CH3:19])[O:13][N:12]=1)([CH3:10])[CH3:9])([CH3:4])([CH3:3])[CH3:2].[Cr](Cl)([O-])(=O)=O.[NH+]1C=CC=CC=1. The catalyst is C(Cl)Cl.C(OCC)C. The product is [C:1]([Si:5]([C:33]1[CH:34]=[CH:35][CH:36]=[CH:37][CH:38]=1)([C:39]1[CH:44]=[CH:43][CH:42]=[CH:41][CH:40]=1)[O:6][CH2:7][C:8]([C:11]1[CH:15]=[C:14]([NH:16][C:17](=[O:32])[C:18]([CH3:20])([S:21]([CH2:24][CH:25]2[CH2:30][CH2:29][C:28](=[O:31])[CH2:27][CH2:26]2)(=[O:23])=[O:22])[CH3:19])[O:13][N:12]=1)([CH3:10])[CH3:9])([CH3:2])([CH3:3])[CH3:4]. The yield is 0.540. (4) The reactants are [NH2:1][C:2]1[C:11]2[CH:10]=[CH:9][CH:8]=[C:7](Br)[C:6]=2[N:5]=[C:4]2[CH2:13][N:14]([CH:17]3[CH2:20][CH2:19][CH2:18]3)[C:15](=[O:16])[C:3]=12.[CH3:21][C:22]1[N:27]=[CH:26][C:25](B(O)O)=[CH:24][CH:23]=1. No catalyst specified. The product is [NH2:1][C:2]1[C:11]2[CH:10]=[CH:9][CH:8]=[C:7]([C:25]3[CH:26]=[N:27][C:22]([CH3:21])=[CH:23][CH:24]=3)[C:6]=2[N:5]=[C:4]2[CH2:13][N:14]([CH:17]3[CH2:20][CH2:19][CH2:18]3)[C:15](=[O:16])[C:3]=12. The yield is 0.410. (5) The catalyst is C(O)C. The reactants are [CH3:1][N:2]([S:22]([C:25]1[S:26][CH:27]=[CH:28][CH:29]=1)(=[O:24])=[O:23])[C:3]1[CH:4]=[C:5]([O:17][C:18]([F:21])([F:20])[F:19])[CH:6]=[C:7]2[C:11]=1[NH:10][C:9]([C:12]([O:14]CC)=[O:13])=[CH:8]2.[OH-].[Na+].O1CCCC1.C(O)(=O)CC(CC(O)=O)(C(O)=O)O. The product is [CH3:1][N:2]([S:22]([C:25]1[S:26][CH:27]=[CH:28][CH:29]=1)(=[O:23])=[O:24])[C:3]1[CH:4]=[C:5]([O:17][C:18]([F:20])([F:21])[F:19])[CH:6]=[C:7]2[C:11]=1[NH:10][C:9]([C:12]([OH:14])=[O:13])=[CH:8]2. The yield is 1.00.